Dataset: Blood-brain barrier permeability classification from the B3DB database. Task: Regression/Classification. Given a drug SMILES string, predict its absorption, distribution, metabolism, or excretion properties. Task type varies by dataset: regression for continuous measurements (e.g., permeability, clearance, half-life) or binary classification for categorical outcomes (e.g., BBB penetration, CYP inhibition). Dataset: b3db_classification. (1) The drug is CC[C@@H](OC(N)=O)C1CCCCC1. The result is 1 (penetrates BBB). (2) The result is 1 (penetrates BBB). The molecule is CC(=O)[C@H]1CC[C@H]2[C@@H]3C[C@H](C)C4=CC(=O)CC[C@]4(C)[C@H]3[C@@H](O)C[C@]12C.